From a dataset of NCI-60 drug combinations with 297,098 pairs across 59 cell lines. Regression. Given two drug SMILES strings and cell line genomic features, predict the synergy score measuring deviation from expected non-interaction effect. (1) Drug 1: C1=NC2=C(N1)C(=S)N=C(N2)N. Drug 2: CC1=C(C(CCC1)(C)C)C=CC(=CC=CC(=CC(=O)O)C)C. Cell line: SK-MEL-28. Synergy scores: CSS=5.30, Synergy_ZIP=-0.579, Synergy_Bliss=4.27, Synergy_Loewe=-1.64, Synergy_HSA=1.13. (2) Drug 1: CC1OCC2C(O1)C(C(C(O2)OC3C4COC(=O)C4C(C5=CC6=C(C=C35)OCO6)C7=CC(=C(C(=C7)OC)O)OC)O)O. Drug 2: B(C(CC(C)C)NC(=O)C(CC1=CC=CC=C1)NC(=O)C2=NC=CN=C2)(O)O. Cell line: PC-3. Synergy scores: CSS=12.8, Synergy_ZIP=-5.93, Synergy_Bliss=-4.90, Synergy_Loewe=-3.72, Synergy_HSA=-3.86. (3) Drug 1: CC1=C(C=C(C=C1)C(=O)NC2=CC(=CC(=C2)C(F)(F)F)N3C=C(N=C3)C)NC4=NC=CC(=N4)C5=CN=CC=C5. Drug 2: C1CNP(=O)(OC1)N(CCCl)CCCl. Cell line: SNB-75. Synergy scores: CSS=5.08, Synergy_ZIP=-0.155, Synergy_Bliss=2.20, Synergy_Loewe=3.05, Synergy_HSA=2.00. (4) Synergy scores: CSS=23.8, Synergy_ZIP=-5.45, Synergy_Bliss=6.50, Synergy_Loewe=5.58, Synergy_HSA=6.03. Cell line: SK-OV-3. Drug 1: CS(=O)(=O)C1=CC(=C(C=C1)C(=O)NC2=CC(=C(C=C2)Cl)C3=CC=CC=N3)Cl. Drug 2: C1=C(C(=O)NC(=O)N1)N(CCCl)CCCl. (5) Drug 1: C1CCC(C1)C(CC#N)N2C=C(C=N2)C3=C4C=CNC4=NC=N3. Drug 2: C1CC(C1)(C(=O)O)C(=O)O.[NH2-].[NH2-].[Pt+2]. Cell line: HCT116. Synergy scores: CSS=30.1, Synergy_ZIP=-9.32, Synergy_Bliss=-2.96, Synergy_Loewe=-3.81, Synergy_HSA=-4.21. (6) Drug 1: CC1=C(C=C(C=C1)NC2=NC=CC(=N2)N(C)C3=CC4=NN(C(=C4C=C3)C)C)S(=O)(=O)N.Cl. Drug 2: CC1=CC=C(C=C1)C2=CC(=NN2C3=CC=C(C=C3)S(=O)(=O)N)C(F)(F)F. Cell line: SF-295. Synergy scores: CSS=5.39, Synergy_ZIP=-1.63, Synergy_Bliss=-0.0981, Synergy_Loewe=1.31, Synergy_HSA=1.26. (7) Drug 1: C1CCN(CC1)CCOC2=CC=C(C=C2)C(=O)C3=C(SC4=C3C=CC(=C4)O)C5=CC=C(C=C5)O. Drug 2: CCCCCOC(=O)NC1=NC(=O)N(C=C1F)C2C(C(C(O2)C)O)O. Cell line: ACHN. Synergy scores: CSS=2.36, Synergy_ZIP=3.99, Synergy_Bliss=4.45, Synergy_Loewe=-0.246, Synergy_HSA=-0.263.